This data is from In vitro SARS-CoV-2 activity screen of 1,480 approved drugs from Prestwick library. The task is: Binary Classification. Given a drug SMILES string, predict its activity (active/inactive) in a high-throughput screening assay against a specified biological target. (1) The compound is CC/C(=C(\c1ccccc1)c1ccc(OCCN(C)C)cc1)c1ccccc1.O=C(O)CC(O)(CC(=O)O)C(=O)O. The result is 0 (inactive). (2) The molecule is C[C@H]1c2cccc(O)c2C(O)=C2C(=O)[C@]3(O)C(O)=C(C(N)=O)C(=O)[C@@H](N(C)C)[C@@H]3[C@@H](O)[C@@H]21.Cl. The result is 0 (inactive). (3) The molecule is COc1c(N2CCNC(C)C2)c(F)cc2c(=O)c(C(=O)O)cn(C3CC3)c12. The result is 0 (inactive). (4) The drug is CC[C@@H]([C@H](C)O)n1ncn(-c2ccc(N3CCN(c4ccc(OC[C@@H]5CO[C@@](Cn6cncn6)(c6ccc(F)cc6F)C5)cc4)CC3)cc2)c1=O.O. The result is 0 (inactive). (5) The molecule is CN1Cc2c(N)cccc2C(c2ccccc2)C1.O=C(O)/C=C\C(=O)O. The result is 0 (inactive).